From a dataset of Catalyst prediction with 721,799 reactions and 888 catalyst types from USPTO. Predict which catalyst facilitates the given reaction. (1) Reactant: [C:1](Cl)(=[O:3])[CH3:2].[Cl-].[Al+3].[Cl-].[Cl-].[CH3:9][O:10][C:11]([C:13]1[CH:21]=[C:20]2[C:16]([CH:17]=[CH:18][NH:19]2)=[CH:15][CH:14]=1)=[O:12].O. Product: [CH3:9][O:10][C:11]([C:13]1[CH:21]=[C:20]2[C:16]([C:17]([C:1](=[O:3])[CH3:2])=[CH:18][NH:19]2)=[CH:15][CH:14]=1)=[O:12]. The catalyst class is: 2. (2) Reactant: I[C:2]1[CH:11]=[C:10]2[C:5]([C:6](=[O:12])[CH2:7][S:8][CH2:9]2)=[CH:4][CH:3]=1.[CH3:13][N:14](C=O)C. Product: [O:12]=[C:6]1[C:5]2[C:10](=[CH:11][C:2]([C:13]#[N:14])=[CH:3][CH:4]=2)[CH2:9][S:8][CH2:7]1. The catalyst class is: 380.